From a dataset of Forward reaction prediction with 1.9M reactions from USPTO patents (1976-2016). Predict the product of the given reaction. (1) The product is: [Br:1][C:2]1[CH:3]=[C:4]2[C@:10]3([CH2:14][CH2:13][N:12]([C:15]([O:17][CH3:18])=[O:16])[CH2:11]3)[CH2:9][N:8]([C:44](=[O:45])[NH:22][C:23]3[S:24][C:25]([S:28][CH2:29][C:30]([O:32][CH2:33][CH3:34])=[O:31])=[CH:26][N:27]=3)[C:5]2=[CH:6][CH:7]=1. Given the reactants [Br:1][C:2]1[CH:3]=[C:4]2[C@:10]3([CH2:14][CH2:13][N:12]([C:15]([O:17][C:18](C)(C)C)=[O:16])[CH2:11]3)[CH2:9][NH:8][C:5]2=[CH:6][CH:7]=1.[NH2:22][C:23]1[S:24][C:25]([S:28][CH2:29][C:30]([O:32][CH2:33][CH3:34])=[O:31])=[CH:26][N:27]=1.Cl.NC1SC(Cl)=CN=1.Cl[C:44](OC)=[O:45], predict the reaction product. (2) Given the reactants [F:1][C:2]([F:23])([F:22])[C@@H:3]([OH:21])[CH2:4][N:5]1[CH2:10][CH2:9][CH2:8][CH:7]([C:11]2[CH:16]=[CH:15][CH:14]=[C:13]([S:17]([CH3:20])(=[O:19])=[O:18])[CH:12]=2)[CH2:6]1.[Cl:24][C:25]1[CH:30]=[CH:29][C:28]([N:31]=[C:32]=[O:33])=[CH:27][CH:26]=1, predict the reaction product. The product is: [ClH:24].[F:23][C:2]([F:1])([F:22])[C@@H:3]([O:21][C:32](=[O:33])[NH:31][C:28]1[CH:29]=[CH:30][C:25]([Cl:24])=[CH:26][CH:27]=1)[CH2:4][N:5]1[CH2:10][CH2:9][CH2:8][CH:7]([C:11]2[CH:16]=[CH:15][CH:14]=[C:13]([S:17]([CH3:20])(=[O:19])=[O:18])[CH:12]=2)[CH2:6]1. (3) Given the reactants [CH3:1][C:2]1([C:7]2[O:11][C:10]([CH2:12][N:13]3[CH:17]=[CH:16][C:15]([NH2:18])=[N:14]3)=[CH:9][CH:8]=2)[O:6]CCO1.[CH3:19][C:20]1[O:21][C:22]([C:28]2[CH:33]=[CH:32][CH:31]=[C:30]([O:34][CH3:35])[CH:29]=2)=[C:23]([C:25](O)=[O:26])[N:24]=1, predict the reaction product. The product is: [C:2]([C:7]1[O:11][C:10]([CH2:12][N:13]2[CH:17]=[CH:16][C:15]([NH:18][C:25]([C:23]3[N:24]=[C:20]([CH3:19])[O:21][C:22]=3[C:28]3[CH:33]=[CH:32][CH:31]=[C:30]([O:34][CH3:35])[CH:29]=3)=[O:26])=[N:14]2)=[CH:9][CH:8]=1)(=[O:6])[CH3:1]. (4) Given the reactants O.O.[Sn](Cl)Cl.[Cl:6][C:7]1[CH:16]=[C:15]2[C:10]([CH2:11][CH2:12][N:13]([C:17]([O:19][C:20]([CH3:23])([CH3:22])[CH3:21])=[O:18])[CH2:14]2)=[CH:9][C:8]=1[N+:24]([O-])=O.C(=O)(O)[O-].[Na+], predict the reaction product. The product is: [NH2:24][C:8]1[CH:9]=[C:10]2[C:15](=[CH:16][C:7]=1[Cl:6])[CH2:14][N:13]([C:17]([O:19][C:20]([CH3:23])([CH3:22])[CH3:21])=[O:18])[CH2:12][CH2:11]2. (5) Given the reactants [CH2:1]([OH:23])[C@H:2]1[O:7][C@H:6]([O:8][C@]2(CO)O[C@H](CO)[C@@H](O)[C@@H]2O)[C@H:5]([OH:20])[C@@H:4]([OH:21])[C@@H:3]1[OH:22], predict the reaction product. The product is: [O:8]=[CH:6][C@@H:5]([C@H:4]([C@@H:3]([C@@H:2]([CH2:1][OH:23])[OH:7])[OH:22])[OH:21])[OH:20]. (6) Given the reactants [CH3:1][C:2]([NH:8][C:9]([C:11]1[CH:31]=[CH:30][CH:29]=[CH:28][C:12]=1[C:13]([NH:15][C:16]1[CH:21]=[CH:20][C:19]([O:22][C:23]([F:26])([F:25])[F:24])=[CH:18][C:17]=1[CH3:27])=[O:14])=[O:10])([CH3:7])[CH:3]=[N:4][O:5][CH3:6].BrN1C(=O)CCC1=O.[Cl:40]N1C(=O)CCC1=O, predict the reaction product. The product is: [Cl:40][C:31]1[C:11]([C:9]([NH:8][C:2]([CH3:1])([CH3:7])[CH:3]=[N:4][O:5][CH3:6])=[O:10])=[C:12]([CH:28]=[CH:29][CH:30]=1)[C:13]([NH:15][C:16]1[CH:21]=[CH:20][C:19]([O:22][C:23]([F:24])([F:25])[F:26])=[CH:18][C:17]=1[CH3:27])=[O:14]. (7) Given the reactants [NH2:1][C:2]1[CH:11]=[C:10]([Br:12])[CH:9]=[CH:8][C:3]=1[C:4]([O:6][CH3:7])=[O:5].C(N(CC)CC)C.Cl[CH2:21][CH2:22][CH2:23][S:24](Cl)(=[O:26])=[O:25].O, predict the reaction product. The product is: [Br:12][C:10]1[CH:9]=[CH:8][C:3]([C:4]([O:6][CH3:7])=[O:5])=[C:2]([N:1]2[CH2:21][CH2:22][CH2:23][S:24]2(=[O:26])=[O:25])[CH:11]=1. (8) Given the reactants [CH2:1]([C:3]1[CH:19]=[CH:18][C:6]([CH2:7][NH:8][C:9]2[CH:17]=[CH:16][C:12]3[N:13]=[CH:14][NH:15][C:11]=3[CH:10]=2)=[CH:5][CH:4]=1)[CH3:2].[CH3:20][C:21]1[CH:28]=[CH:27][C:24]([CH2:25]Br)=[CH:23][CH:22]=1.C([O-])([O-])=O.[K+].[K+], predict the reaction product. The product is: [CH2:1]([C:3]1[CH:19]=[CH:18][C:6]([CH2:7][N:8]([CH2:20][C:21]2[CH:28]=[CH:27][C:24]([CH3:25])=[CH:23][CH:22]=2)[C:9]2[CH:17]=[CH:16][C:12]3[NH:13][CH:14]=[N:15][C:11]=3[CH:10]=2)=[CH:5][CH:4]=1)[CH3:2]. (9) Given the reactants [Cl:1][C:2]1[S:6][N:5]=[C:4]([C:7]2[S:11][C:10]([S:12](Cl)(=[O:14])=[O:13])=[CH:9][CH:8]=2)[N:3]=1.[NH2:16][C:17]1[CH:18]=[C:19]([C:23]2[NH:27][N:26]=[N:25][N:24]=2)[CH:20]=[CH:21][CH:22]=1, predict the reaction product. The product is: [Cl:1][C:2]1[S:6][N:5]=[C:4]([C:7]2[S:11][C:10]([S:12]([NH:16][C:17]3[CH:22]=[CH:21][CH:20]=[C:19]([C:23]4[NH:27][N:26]=[N:25][N:24]=4)[CH:18]=3)(=[O:14])=[O:13])=[CH:9][CH:8]=2)[N:3]=1.